The task is: Predict the product of the given reaction.. This data is from Forward reaction prediction with 1.9M reactions from USPTO patents (1976-2016). (1) Given the reactants C[C:2](C)([O-:4])C.[K+].COC1C=[C:11]2[C:15](=[CH:16]C=1)[C:14](=[O:18])CC2.CI.[Cl-].[NH4+].[C:23]1([CH3:29])[CH:28]=[CH:27][CH:26]=[CH:25][CH:24]=1, predict the reaction product. The product is: [CH3:2][O:4][C:25]1[CH:24]=[C:23]2[C:28](=[CH:27][CH:26]=1)[C:14](=[O:18])[C:15]([CH3:16])([CH3:11])[CH2:29]2. (2) Given the reactants [C:1]([O:5][C:6]([NH:8][C@@H:9]([CH2:13][C:14]1[CH:19]=[C:18](F)[CH:17]=[CH:16][C:15]=1[N+:21]([O-:23])=[O:22])[C:10]([OH:12])=[O:11])=[O:7])([CH3:4])([CH3:3])[CH3:2].[F:24][C:25]([F:34])([F:33])[C:26]1[CH:27]=[C:28]([OH:32])[CH:29]=[CH:30][CH:31]=1.BrC1C=C(OC2C=CC=C(OC)C=2)C=CC=1[N+]([O-])=O.CO, predict the reaction product. The product is: [C:1]([O:5][C:6]([NH:8][C@@H:9]([CH2:13][C:14]1[CH:19]=[C:18]([O:32][C:28]2[CH:29]=[CH:30][CH:31]=[C:26]([C:25]([F:24])([F:33])[F:34])[CH:27]=2)[CH:17]=[CH:16][C:15]=1[N+:21]([O-:23])=[O:22])[C:10]([OH:12])=[O:11])=[O:7])([CH3:4])([CH3:3])[CH3:2]. (3) Given the reactants [CH3:1][C@H:2]1[CH2:7][NH:6][CH2:5][C@H:4]([CH3:8])[N:3]1[C:9]1[O:10][C:11]2[C:12](=[C:14]([C:18]([O-:20])=[O:19])[CH:15]=[CH:16][CH:17]=2)[N:13]=1.[Li+:21].C([O-])(O)=O.[Na+].[CH:27]([O:30][C:31](Cl)=[O:32])([CH3:29])[CH3:28].Cl, predict the reaction product. The product is: [CH:27]([O:30][C:31]([N:6]1[CH2:5][C@H:4]([CH3:8])[N:3]([C:9]2[O:10][C:11]3[C:12](=[C:14]([C:18]([O-:20])=[O:19])[CH:15]=[CH:16][CH:17]=3)[N:13]=2)[C@@H:2]([CH3:1])[CH2:7]1)=[O:32])([CH3:29])[CH3:28].[Li+:21]. (4) Given the reactants [CH3:1][O:2][C:3]1[CH:4]=[C:5]([CH2:11][CH2:12][C:13]2[N:14]=[C:15]3[CH:21]=[C:20]([C:22]#[C:23][CH2:24][N:25]([CH2:28][CH3:29])[CH2:26][CH3:27])[NH:19][C:16]3=[N:17][CH:18]=2)[CH:6]=[C:7]([O:9][CH3:10])[CH:8]=1, predict the reaction product. The product is: [CH3:10][O:9][C:7]1[CH:6]=[C:5]([CH2:11][CH2:12][C:13]2[N:14]=[C:15]3[CH:21]=[C:20]([CH2:22][CH2:23][CH2:24][N:25]([CH2:28][CH3:29])[CH2:26][CH3:27])[NH:19][C:16]3=[N:17][CH:18]=2)[CH:4]=[C:3]([O:2][CH3:1])[CH:8]=1.